Predict the reactants needed to synthesize the given product. From a dataset of Full USPTO retrosynthesis dataset with 1.9M reactions from patents (1976-2016). (1) Given the product [Br:1][C:2]1[C:11]2[C:6](=[CH:7][CH:8]=[CH:9][CH:10]=2)[N:5]=[C:4]([C:12]([NH:16][C@H:17]2[CH2:22][CH2:21][O:20][CH2:19][C@@H:18]2[OH:23])=[O:14])[CH:3]=1, predict the reactants needed to synthesize it. The reactants are: [Br:1][C:2]1[C:11]2[C:6](=[CH:7][CH:8]=[CH:9][CH:10]=2)[N:5]=[C:4]([C:12]([OH:14])=O)[CH:3]=1.Cl.[NH2:16][C@H:17]1[CH2:22][CH2:21][O:20][CH2:19][C@@H:18]1[OH:23].CN([P+](ON1N=NC2C=CC=CC1=2)(N(C)C)N(C)C)C.F[P-](F)(F)(F)(F)F.C(N(CC)CC)C. (2) Given the product [CH3:19][O:20][CH2:21][C:22]([NH:5][C:4]1[C:6]([N+:10]([O-:12])=[O:11])=[CH:7][CH:8]=[CH:9][C:3]=1[O:2][CH3:1])=[O:23], predict the reactants needed to synthesize it. The reactants are: [CH3:1][O:2][C:3]1[CH:9]=[CH:8][CH:7]=[C:6]([N+:10]([O-:12])=[O:11])[C:4]=1[NH2:5].N1C=CC=CC=1.[CH3:19][O:20][CH2:21][C:22](Cl)=[O:23].N. (3) Given the product [CH2:5]1[CH2:4][O:3][CH:1]=[CH:7][CH2:6]1.[CH3:1][C:11]1[CH:12]=[CH:13][C:25]([S:26]([OH:29])(=[O:28])=[O:27])=[CH:15][CH:10]=1, predict the reactants needed to synthesize it. The reactants are: [CH2:1]([O:3][C:4](=O)[CH2:5][CH2:6][CH2:7]O)C.[CH2:10]1[CH2:15]O[CH:13]=[CH:12][CH2:11]1.CC1(C)C2([CH2:25][S:26]([OH:29])(=[O:28])=[O:27])C(CC1CC2)=O. (4) The reactants are: [CH2:1]([C:3]1[N:4]([CH2:9][CH2:10][NH2:11])[CH:5]=[C:6]([I:8])[N:7]=1)[CH3:2].[CH3:12][C:13]1[CH:14]=[C:15]([CH2:20][CH2:21][CH:22]=O)[CH:16]=[CH:17][C:18]=1[CH3:19]. Given the product [CH3:12][C:13]1[CH:14]=[C:15]([CH2:20][CH2:21][CH:22]2[NH:11][CH2:10][CH2:9][N:4]3[C:3]([CH2:1][CH3:2])=[N:7][C:6]([I:8])=[C:5]23)[CH:16]=[CH:17][C:18]=1[CH3:19], predict the reactants needed to synthesize it. (5) Given the product [C:1]12([NH:11][CH2:19][C:18]3[CH:21]=[CH:22][C:15]([N+:12]([O-:14])=[O:13])=[CH:16][CH:17]=3)[CH2:8][CH:7]3[CH2:6][CH:5]([CH2:4][CH:3]([CH2:9]3)[CH2:2]1)[CH2:10]2, predict the reactants needed to synthesize it. The reactants are: [C:1]12([NH2:11])[CH2:10][CH:5]3[CH2:6][CH:7]([CH2:9][CH:3]([CH2:4]3)[CH2:2]1)[CH2:8]2.[N+:12]([C:15]1[CH:22]=[CH:21][C:18]([CH:19]=O)=[CH:17][CH:16]=1)([O-:14])=[O:13]. (6) Given the product [Br:1][C:2]1[CH:6]=[N:5][N:4]([CH3:7])[C:3]=1[C:8]1[CH:9]=[C:10]([NH:16][C:25]([NH:24][C:20]2[CH:21]=[CH:22][CH:23]=[C:18]([F:17])[CH:19]=2)=[O:26])[CH:11]=[CH:12][C:13]=1[O:14][CH3:15], predict the reactants needed to synthesize it. The reactants are: [Br:1][C:2]1[CH:6]=[N:5][N:4]([CH3:7])[C:3]=1[C:8]1[CH:9]=[C:10]([NH2:16])[CH:11]=[CH:12][C:13]=1[O:14][CH3:15].[F:17][C:18]1[CH:19]=[C:20]([N:24]=[C:25]=[O:26])[CH:21]=[CH:22][CH:23]=1. (7) Given the product [N:6]1[CH:7]=[CH:2][CH:3]=[N:19][C:5]=1[N:8]1[C:16]2[CH:15]=[CH:14][N:13]=[CH:12][C:11]=2[N:10]=[CH:9]1, predict the reactants needed to synthesize it. The reactants are: F[C:2]1[CH:3]=C[C:5]([N:8]2[C:16]3[CH:15]=[CH:14][N:13]=[CH:12][C:11]=3[N:10]=[CH:9]2)=[N:6][CH:7]=1.BrC1C=CC(F)=C[N:19]=1. (8) Given the product [C:1]([NH:4][C:5]1[CH:6]=[C:7]2[C:11](=[CH:12][C:13]=1[C:14](=[O:21])[C:15]1[CH:20]=[CH:19][CH:18]=[CH:17][CH:16]=1)[CH2:10][CH2:9][CH2:8]2)(=[O:3])[CH3:2], predict the reactants needed to synthesize it. The reactants are: [C:1]([NH:4][C:5]1[CH:6]=[C:7]2[C:11](=[CH:12][CH:13]=1)[CH2:10][CH2:9][CH2:8]2)(=[O:3])[CH3:2].[C:14](Cl)(=[O:21])[C:15]1[CH:20]=[CH:19][CH:18]=[CH:17][CH:16]=1.[Al+3].[Cl-].[Cl-].[Cl-].Cl. (9) Given the product [CH2:23]([C:17]1[CH:16]=[C:15]2[C:20]([C:21]([OH:22])=[C:12]([C:10]([NH:9][CH2:8][C:7]([CH3:32])([CH3:33])[C:6]([OH:34])=[O:5])=[O:11])[N:13]=[C:14]2[C:30]#[N:31])=[CH:19][CH:18]=1)[C:24]1[CH:25]=[CH:26][CH:27]=[CH:28][CH:29]=1, predict the reactants needed to synthesize it. The reactants are: C([O:5][C:6](=[O:34])[C:7]([CH3:33])([CH3:32])[CH2:8][NH:9][C:10]([C:12]1[N:13]=[C:14]([C:30]#[N:31])[C:15]2[C:20]([C:21]=1[OH:22])=[CH:19][CH:18]=[C:17]([CH2:23][C:24]1[CH:29]=[CH:28][CH:27]=[CH:26][CH:25]=1)[CH:16]=2)=[O:11])(C)(C)C.